From a dataset of Full USPTO retrosynthesis dataset with 1.9M reactions from patents (1976-2016). Predict the reactants needed to synthesize the given product. (1) The reactants are: C([O:3][C:4]([C:6]1([C:9]2[CH:14]=[CH:13][C:12]([C:15]3[CH:20]=[CH:19][C:18]([C:21]4[S:22][C:23]([Cl:39])=[CH:24][C:25]=4[NH:26][C:27]([O:29][C@@H:30]([C:32]4[CH:37]=[CH:36][CH:35]=[C:34]([F:38])[CH:33]=4)[CH3:31])=[O:28])=[CH:17][CH:16]=3)=[CH:11][CH:10]=2)[CH2:8][CH2:7]1)=[O:5])C.[OH-].[Na+].Cl. Given the product [Cl:39][C:23]1[S:22][C:21]([C:18]2[CH:19]=[CH:20][C:15]([C:12]3[CH:13]=[CH:14][C:9]([C:6]4([C:4]([OH:5])=[O:3])[CH2:8][CH2:7]4)=[CH:10][CH:11]=3)=[CH:16][CH:17]=2)=[C:25]([NH:26][C:27]([O:29][C@@H:30]([C:32]2[CH:37]=[CH:36][CH:35]=[C:34]([F:38])[CH:33]=2)[CH3:31])=[O:28])[CH:24]=1, predict the reactants needed to synthesize it. (2) Given the product [Cl:29][C:26]1[CH:27]=[CH:28][C:23]([C:22]([N:13]2[C:14]3[C:19](=[CH:18][C:17]([O:20][CH3:21])=[CH:16][CH:15]=3)[C:11]([CH2:10][C:9]([NH:8][CH2:7][CH2:6][N:5]([CH3:33])[CH2:4][CH2:3][NH:2][C:59](=[O:60])[CH2:58][CH2:43]/[CH:44]=[CH:45]\[CH2:46]/[CH:47]=[CH:43]\[CH2:44]/[CH:45]=[CH:46]\[CH2:47]/[CH:9]=[CH:10]\[CH2:11]/[CH:12]=[CH:31]\[CH2:47]/[CH:46]=[CH:45]\[CH2:44][CH3:43])=[O:32])=[C:12]2[CH3:31])=[O:30])=[CH:24][CH:25]=1, predict the reactants needed to synthesize it. The reactants are: Cl.[NH2:2][CH2:3][CH2:4][N:5]([CH3:33])[CH2:6][CH2:7][NH:8][C:9](=[O:32])[CH2:10][C:11]1[C:19]2[C:14](=[CH:15][CH:16]=[C:17]([O:20][CH3:21])[CH:18]=2)[N:13]([C:22](=[O:30])[C:23]2[CH:28]=[CH:27][C:26]([Cl:29])=[CH:25][CH:24]=2)[C:12]=1[CH3:31].CN(C(ON1N=N[C:44]2[CH:45]=[CH:46][CH:47]=N[C:43]1=2)=[N+](C)C)C.F[P-](F)(F)(F)(F)F.[CH3:58][C:59](N(C)C)=[O:60]. (3) The reactants are: C(N(CC)CC)C.CS(Cl)(=O)=O.[CH3:13][C:14]([CH3:40])([CH3:39])[CH:15](O)[CH2:16][C:17]1[N:18]([CH2:35][CH2:36][CH3:37])[C:19]([C:22]2[CH:27]=[CH:26][N:25]=[C:24]([NH:28][C:29]3[CH:34]=[CH:33][CH:32]=[CH:31][CH:30]=3)[N:23]=2)=[CH:20][N:21]=1.N12CCCN=C1CCCCC2. Given the product [CH3:13][C:14]([CH3:39])([CH3:40])[CH:15]=[CH:16][C:17]1[N:18]([CH2:35][CH2:36][CH3:37])[C:19]([C:22]2[CH:27]=[CH:26][N:25]=[C:24]([NH:28][C:29]3[CH:34]=[CH:33][CH:32]=[CH:31][CH:30]=3)[N:23]=2)=[CH:20][N:21]=1, predict the reactants needed to synthesize it.